Dataset: Catalyst prediction with 721,799 reactions and 888 catalyst types from USPTO. Task: Predict which catalyst facilitates the given reaction. (1) Reactant: [Li]CCCC.[CH:6]1([N:9]2[C:13]([CH3:14])=[N:12][N:11]=[C:10]2[C:15]2[CH:20]=[CH:19][N:18]=[CH:17][CH:16]=2)[CH2:8][CH2:7]1.Br[CH:22]([C:24]1[N:28]=[C:27]([C:29]2[CH:34]=[CH:33][CH:32]=[C:31]([Cl:35])[CH:30]=2)[O:26][N:25]=1)[CH3:23]. Product: [Cl:35][C:31]1[CH:30]=[C:29]([C:27]2[O:26][N:25]=[C:24]([CH:22]([CH3:23])[CH2:14][C:13]3[N:9]([CH:6]4[CH2:8][CH2:7]4)[C:10]([C:15]4[CH:20]=[CH:19][N:18]=[CH:17][CH:16]=4)=[N:11][N:12]=3)[N:28]=2)[CH:34]=[CH:33][CH:32]=1. The catalyst class is: 1. (2) Reactant: Cl[C:2]1[N:6]([C:7]2[CH:12]=[CH:11][CH:10]=[CH:9][CH:8]=2)[N:5]=[N:4][N:3]=1.[N:13]1(C(OC(C)(C)C)=O)[CH2:18][CH2:17][NH:16][CH2:15][CH2:14]1. Product: [C:7]1([N:6]2[C:2]([N:13]3[CH2:18][CH2:17][NH:16][CH2:15][CH2:14]3)=[N:3][N:4]=[N:5]2)[CH:12]=[CH:11][CH:10]=[CH:9][CH:8]=1. The catalyst class is: 3. (3) Reactant: C(OC(=O)[NH:7][C:8]1[CH:13]=[C:12]([O:14][CH3:15])[C:11]([C:16]([F:19])([F:18])[F:17])=[CH:10][C:9]=1[NH:20][C:21](=[O:37])[CH2:22][C:23](=O)[C:24]1[CH:29]=[CH:28][CH:27]=[C:26]([C:30]2[CH:35]=[CH:34][CH:33]=[CH:32][N:31]=2)[CH:25]=1)(C)(C)C.C(O)(C(F)(F)F)=O. Product: [CH3:15][O:14][C:12]1[C:11]([C:16]([F:19])([F:18])[F:17])=[CH:10][C:9]2[NH:20][C:21](=[O:37])[CH2:22][C:23]([C:24]3[CH:29]=[CH:28][CH:27]=[C:26]([C:30]4[CH:35]=[CH:34][CH:33]=[CH:32][N:31]=4)[CH:25]=3)=[N:7][C:8]=2[CH:13]=1. The catalyst class is: 2. (4) Reactant: [Cl:1][C:2]1[C:6]([CH3:7])=[CH:5][S:4][C:3]=1[C:8]([NH:10][NH:11][C:12]([NH:14][CH2:15][CH:16]([CH3:18])[CH3:17])=[O:13])=O. Product: [Cl:1][C:2]1[C:6]([CH3:7])=[CH:5][S:4][C:3]=1[C:8]1[N:14]([CH2:15][CH:16]([CH3:18])[CH3:17])[C:12](=[O:13])[NH:11][N:10]=1. The catalyst class is: 74. (5) Reactant: [F:1][C:2]1[CH:7]=[CH:6][C:5]([C@H:8]([O:18][CH3:19])[CH2:9][C@H:10]([CH2:15][CH:16]=[CH2:17])[C:11](OC)=[O:12])=[CH:4][C:3]=1[CH3:20].C1COCC1.[NH2:26][OH:27].[C-]#N.[K+]. Product: [F:1][C:2]1[CH:7]=[CH:6][C:5]([C@H:8]([O:18][CH3:19])[CH2:9][C@H:10]([CH2:15][CH:16]=[CH2:17])[C:11]([NH:26][OH:27])=[O:12])=[CH:4][C:3]=1[CH3:20]. The catalyst class is: 72. (6) Reactant: [CH3:1][C:2]1[C:10]([OH:11])=[CH:9][CH:8]=[C:7]2[C:3]=1[CH:4]=[N:5][NH:6]2.O[C@@H:13]1[CH2:18][C@H:17]([N:19]2[C:27](=[O:28])[C:26]3[C:21](=[CH:22][CH:23]=[CH:24][CH:25]=3)[C:20]2=[O:29])[C:16]([CH3:31])([CH3:30])[CH2:15][CH2:14]1.C(C=P(CCCC)(CCCC)CCCC)#N. Product: [CH3:30][C:16]1([CH3:31])[CH2:15][CH2:14][C@@H:13]([O:11][C:10]2[C:2]([CH3:1])=[C:3]3[C:7](=[CH:8][CH:9]=2)[NH:6][N:5]=[CH:4]3)[CH2:18][C@@H:17]1[N:19]1[C:27](=[O:28])[C:26]2[C:21](=[CH:22][CH:23]=[CH:24][CH:25]=2)[C:20]1=[O:29]. The catalyst class is: 11. (7) Reactant: [CH3:1][O:2][C:3]1[CH:8]=[CH:7][C:6]([N:9]2[C:13]3[C:14](=[O:31])[N:15]([C:18]4[CH:23]=[CH:22][C:21]([N:24]5[CH:29]=[CH:28][CH:27]=[CH:26][C:25]5=[O:30])=[CH:20][CH:19]=4)[CH2:16][CH2:17][C:12]=3[C:11]([C:32]([O:34]CC)=[O:33])=[N:10]2)=[CH:5][CH:4]=1.[OH-].[Li+].CO.Cl. Product: [CH3:1][O:2][C:3]1[CH:8]=[CH:7][C:6]([N:9]2[C:13]3[C:14](=[O:31])[N:15]([C:18]4[CH:19]=[CH:20][C:21]([N:24]5[CH:29]=[CH:28][CH:27]=[CH:26][C:25]5=[O:30])=[CH:22][CH:23]=4)[CH2:16][CH2:17][C:12]=3[C:11]([C:32]([OH:34])=[O:33])=[N:10]2)=[CH:5][CH:4]=1. The catalyst class is: 90. (8) Reactant: [F:1][C:2]1[CH:3]=[C:4]([CH:20]=[CH:21][C:22]=1[O:23][CH3:24])[CH2:5][NH:6][C:7]1[C:12]([C:13]([O:15][CH2:16][CH3:17])=[O:14])=[CH:11][N:10]=[C:9]([S:18][CH3:19])[N:8]=1.C1C=C(Cl)C=C(C(OO)=[O:33])C=1. Product: [F:1][C:2]1[CH:3]=[C:4]([CH:20]=[CH:21][C:22]=1[O:23][CH3:24])[CH2:5][NH:6][C:7]1[C:12]([C:13]([O:15][CH2:16][CH3:17])=[O:14])=[CH:11][N:10]=[C:9]([S:18]([CH3:19])=[O:33])[N:8]=1. The catalyst class is: 2. (9) The catalyst class is: 27. Reactant: [CH:1]1[CH:2]=[CH:3][N:4]2[CH2:10][C:9]3[CH:11]=[CH:12][CH:13]=[CH:14][C:8]=3[N:7]([C:15]([C:17]3[CH:22]=[CH:21][C:20](B4OC(C)(C)C(C)(C)O4)=[CH:19][C:18]=3[Cl:32])=[O:16])[CH2:6][C:5]=12.FC(F)(F)S([O:38][C:39]1[CH2:44][CH2:43][CH2:42][C:41](=O)[C:40]=1[CH3:46])(=O)=O. Product: [CH:1]1[CH:2]=[CH:3][N:4]2[CH2:10][C:9]3[CH:11]=[CH:12][CH:13]=[CH:14][C:8]=3[N:7]([C:15]([C:17]3[CH:22]=[CH:21][C:20]([C:41]4[CH2:42][CH2:43][CH2:44][C:39](=[O:38])[C:40]=4[CH3:46])=[CH:19][C:18]=3[Cl:32])=[O:16])[CH2:6][C:5]=12. (10) Reactant: [CH3:1][O:2][C:3]1[CH:4]=[C:5](/[CH:9]=[CH:10]/[C:11]([O:13][CH3:14])=[O:12])[CH:6]=[N:7][CH:8]=1. Product: [CH3:1][O:2][C:3]1[CH:4]=[C:5]([CH2:9][CH2:10][C:11]([O:13][CH3:14])=[O:12])[CH:6]=[N:7][CH:8]=1. The catalyst class is: 19.